Dataset: CYP1A2 inhibition data for predicting drug metabolism from PubChem BioAssay. Task: Regression/Classification. Given a drug SMILES string, predict its absorption, distribution, metabolism, or excretion properties. Task type varies by dataset: regression for continuous measurements (e.g., permeability, clearance, half-life) or binary classification for categorical outcomes (e.g., BBB penetration, CYP inhibition). Dataset: cyp1a2_veith. (1) The compound is COc1ccc(/C(O)=C(\C#N)c2nc3ccccc3n2C)cc1OC. The result is 1 (inhibitor). (2) The compound is CN(C)c1ncc2nc(-c3cc(F)cc(F)c3)c(=O)n(C3CC3)c2n1. The result is 1 (inhibitor). (3) The compound is CSC(N)=NCCC[C@@H](N)C(=O)O. The result is 0 (non-inhibitor). (4) The drug is Cc1cccc(CNc2ccnc(-c3ccc(N(C)C)cc3)n2)c1. The result is 1 (inhibitor). (5) The compound is O=C(CCN1CCOCC1)Nc1ccccc1. The result is 0 (non-inhibitor).